Dataset: Experimentally validated miRNA-target interactions with 360,000+ pairs, plus equal number of negative samples. Task: Binary Classification. Given a miRNA mature sequence and a target amino acid sequence, predict their likelihood of interaction. (1) The miRNA is hsa-miR-106a-5p with sequence AAAAGUGCUUACAGUGCAGGUAG. The protein sequence of the target gene is MGDIKNFLYAWCGKRKMTPAYEIRAVGNKNRQKFMCEVRVEGFNYAGMGNSTNKKDAQSNAARDFVNYLVRINEVKSEEVPAVGIVPPPPILSDTSDSTASAAEGLPAPMGGPLPPHLALKAEENNSGVESSGYGSPGPTWDRGANLKDYYSRKEEQEVQATLESEEVDLNAGLHGNWTLENAKARLNQYFQKEKIQGEYKYTQVGPDHNRSFIAEMTIYIKQLGRRIFAREHGSNKKLAAQSCALSLVRQLYHLGVIEAYSGLTKKKEGERVEPYKVFLSPDLELQLQNVVQELDLEIV.... Result: 0 (no interaction). (2) The miRNA is cel-miR-39-3p with sequence UCACCGGGUGUAAAUCAGCUUG. The protein sequence of the target gene is MATATPVQQQRAGSRASAPATPLSPTRLSRLQEKEELRELNDRLAVYIDKVRSLETENSALQLQVTEREEVRGRELTGLKALYETELADARRALDDTARERAKLQIELGKFKAEHDQLLLNYAKKESDLSGAQIKLREYEAALNSKDAALATALGDKKSLEGDLEDLKDQIAQLEASLSAAKKQLADETLLKVDLENRCQSLTEDLEFRKNMYEEEINETRRKHETRLVEVDSGRQIEYEYKLAQALHEMREQHDAQVRLYKEELEQTYHAKLENARLSSEMNTSTVNSAREELMESRMR.... Result: 0 (no interaction). (3) The miRNA is hsa-miR-5580-3p with sequence CACAUAUGAAGUGAGCCAGCAC. The protein sequence of the target gene is MFAIQPGLAEGGQFLGDPPPGLCQPELQPDSNSNFMASAKDANENWHGMPGRVEPILRRSSSESPSDNQAFQAPGSPEEGVRSPPEGAEIPGAEPEKMGGAGTVCSPLEDNGYASSSLSIDSRSSSPEPACGTPRGPGPPDPLLPSVAQAVQHLQVQERYKEQEKEKHHVHLVMYRRLALLQWIRGLQHQLIDQQARLQESFDTILDNRKELIRCLQQRAAPSRPQDQA. Result: 1 (interaction). (4) The miRNA is hsa-miR-1249-5p with sequence AGGAGGGAGGAGAUGGGCCAAGUU. The protein sequence of the target gene is MEPEAPDSRKRPLETPPEVVCTKRSNTGEEGEYFLKVLIPSYAAGSIIGKGGQTIVQLQKETGATIKLSKSKDFYPGTTERVCLVQGTAEALNAVHSFIAEKVREIPQAMTKPEVVNILQPQTTMNPDRAKQAKLIVPNSTAGLIIGKGGATVKAVMEQSGAWVQLSQKPEGINLQERVVTVSGEPEQVHKAVSAIVQKVQEDPQSSSCLNISYANVAGPVANSNPTGSPYASPADVLPAAAAASAAAASGLLGPAGLAGVGAFPAALPAFSGTDLLAISTALNTLASYGYNTNSLGLGL.... Result: 1 (interaction). (5) The miRNA is mmu-miR-1192 with sequence AAACAAACAAACAGACCAAAUU. The protein sequence of the target gene is MKILLLCVALLLIWDNGMVLGEQEVSDNELQELSTQGSRYINKEIQNAVQGVKHIKTLIEKTNAERKSLLNSLEEAKKKKEDALEDTRDSEMKLKAFPEVCNETMMALWEECKPCLKHTCMKFYARVCRSGSGLVGQQLEEFLNQSSPFYFWMNGDRIDSLLESDRQQSQVLDAMQDSFARASGIIDTLFQDRFFARELHDPHYFSPIGFPHKRPHFLYPKSRLVRSLMSPSHYGPPSFHNMFQPFFEMIHQAQQAMDVQLHSPAFQFPDVDFLREGEDDRTVCKEIRRNSTGCLKMKGQ.... Result: 0 (no interaction). (6) The miRNA is mmu-miR-152-3p with sequence UCAGUGCAUGACAGAACUUGG. The protein sequence of the target gene is MSRRKQAKPRSLKDPNCKLEDKIEDGEAVDCKKRPEDGEELEEDAVHSCDSCLQVFESLSDITEHKIHQCQLTDGVDVEDDPSCSWPASSPSSKDQTSPSHGEGCDFGEEEGGPGLPYPCQFCDKSFSRLSYLKHHEQSHSDKLPFKCTYCSRLFKHKRSRDRHIKLHTGDKKYHCSECDAAFSRSDHLKIHLKTHTSNKPYKCAVCRRGFLSSSSLHGHMQVHERNKDGSQSGSRMEDWKMKDTQKCSQCEEGFDFPEDLQKHIAECHPECSPNEDRAALQCMYCHELFVEETSLMNHI.... Result: 0 (no interaction). (7) The miRNA is mmu-miR-23b-3p with sequence AUCACAUUGCCAGGGAUUACC. The protein sequence of the target gene is MKAAVDLKPTLTIIKTEKVDLELFPSPDMECADVPLLTPSSKEMMSQALKATFSGFTKEQQRLGIPKDPRQWTETHVRDWVMWAVNEFSLKGVDFQKFCMSGAALCALGKECFLELAPDFVGDILWEHLEILQKEDVKPYQVNGANPTYPESCYTSDYFISYGIEHAQCVPPSEFSEPSFITESYQTLHPISSEELLSLKYENDYPSVILQDPLQTDTLQTDYFAIKQEVLTPDNMCLGRASRGKLGGQDSFESVESYDSCDRLTQSWSSQSSFNSLQRVPSYDSFDYEDYPAALPNHKP.... Result: 0 (no interaction). (8) The miRNA is cel-miR-271 with sequence UCGCCGGGUGGAAAGCAUUC. The protein sequence of the target gene is MLLFAHLLQLLVSATVPTQSSPHSLRYFTTAVSRPGLGEPRFIIVGYVDDTQFVRFDSDAENPRMEPRARWIEQEGPEYWERETWKARDMGRNFRVNLRTLLGYYNQSNDESHTLQWMYGCDVGPDGRLLRGYCQEAYDGQDYISLNEDLRSWTANDIASQISKHKSEAVDEAHQQRAYLQGPCVEWLHRYLRLGNETLQRSDPPKAHVTHHPRSEDEVTLRCWALGFYPADITLTWQLNGEELTQDMELVETRPAGDGTFQKWAAVVVPLGKEQYYTCHVYHEGLPEPLTLRWEPPPST.... Result: 0 (no interaction). (9) The miRNA is hsa-let-7i-5p with sequence UGAGGUAGUAGUUUGUGCUGUU. The protein sequence of the target gene is MSYVFVNDSSQTNVPLLQACIDGDFNYSKRLLESGFDPNIRDSRGRTGLHLAAARGNVDICQLLHKFGADLLATDYQGNTALHLCGHVDTIQFLVSNGLKIDICNHQGATPLVLAKRRGVNKDVIRLLESLEEQEVKGFNRGTHSKLETMQTAESESAMESHSLLNPNLQQGEGVLSSFRTTWQEFVEDLGFWRVLLLIFVIALLSLGIAYYVSGVLPFVENQPELVH. Result: 1 (interaction). (10) The miRNA is hsa-miR-652-5p with sequence CAACCCUAGGAGAGGGUGCCAUUCA. The protein sequence of the target gene is MSKIRGLPPEVREPGPGVELGVENGLLCQLIHSPEFNLFSNSVVFESNFIQTHVPEADFQVTKPGNWRDVCEGSATVILGVTSSVPSLPLPNVLLMANVTWPQGPFTTWSTPGDAPVINLSRLLPLKYVELRIYDRLQRILRVRTVTEKIYYLKLHEKHPEIVFQFWVRLVKILQKGLSITTKDPRIKFTHCLVPKMPTNSTETTPENSLLSSPQPSEPLVLLAAEQTSGSFSQLSGKPQLTADRNNDTAIEIDNCSSYKIPSPVASPINLNIPMRAALSHSLWEQEDWNEHLLQVHIAS.... Result: 1 (interaction).